This data is from Forward reaction prediction with 1.9M reactions from USPTO patents (1976-2016). The task is: Predict the product of the given reaction. (1) The product is: [CH3:22][N:23]([CH3:24])[CH2:10][C@@H:9]([NH:8][CH3:6])[CH2:19][OH:21]. Given the reactants C(O[C:6]([NH:8][C@H:9]([C:19]([OH:21])=O)[CH2:10]OCC1C=CC=CC=1)=O)(C)(C)C.[CH3:22][NH:23][CH3:24], predict the reaction product. (2) Given the reactants C1(C(N2C3C(=CC(S(N)(=O)=O)=CC=3)CC2)=O)CCCCC1.[NH:22]1[C:30]2[C:25](=[CH:26][C:27]([S:31]([NH2:34])(=[O:33])=[O:32])=[CH:28][CH:29]=2)[CH2:24][CH2:23]1.[F:35][C:36]1[CH:37]=[C:38]([CH:42]=[CH:43][C:44]=1[F:45])[C:39](Cl)=[O:40], predict the reaction product. The product is: [F:35][C:36]1[CH:37]=[C:38]([CH:42]=[CH:43][C:44]=1[F:45])[C:39]([N:22]1[C:30]2[C:25](=[CH:26][C:27]([S:31]([NH2:34])(=[O:32])=[O:33])=[CH:28][CH:29]=2)[CH2:24][CH2:23]1)=[O:40]. (3) Given the reactants Br[C:2]1[CH:3]=[C:4]2[C:9](=[CH:10][CH:11]=1)[CH:8]=[C:7]([C:12]1[NH:16][C:15]([C@@H:17]3[CH2:21][C@H:20]([OH:22])[CH2:19][N:18]3[C:23](=[O:33])[C@@H:24]([NH:28][C:29](=[O:32])[O:30][CH3:31])[CH:25]([CH3:27])[CH3:26])=[N:14][CH:13]=1)[CH:6]=[CH:5]2.CC1(C)C(C)(C)OB([C:42]2[CH:47]=[CH:46][C:45]([C:48]3[NH:52][C:51]([C@@H:53]4[CH2:57][CH2:56][CH2:55][N:54]4[C:58]([O:60][C:61]([CH3:64])([CH3:63])[CH3:62])=[O:59])=[N:50][CH:49]=3)=[CH:44][CH:43]=2)O1.C([O-])([O-])=O.[K+].[K+], predict the reaction product. The product is: [OH:22][C@@H:20]1[CH2:19][N:18]([C:23](=[O:33])[C@@H:24]([NH:28][C:29]([O:30][CH3:31])=[O:32])[CH:25]([CH3:26])[CH3:27])[C@H:17]([C:15]2[NH:16][C:12]([C:7]3[CH:8]=[C:9]4[C:4](=[CH:5][CH:6]=3)[CH:3]=[C:2]([C:42]3[CH:43]=[CH:44][C:45]([C:48]5[NH:52][C:51]([C@@H:53]6[CH2:57][CH2:56][CH2:55][N:54]6[C:58]([O:60][C:61]([CH3:64])([CH3:63])[CH3:62])=[O:59])=[N:50][CH:49]=5)=[CH:46][CH:47]=3)[CH:11]=[CH:10]4)=[CH:13][N:14]=2)[CH2:21]1. (4) Given the reactants [NH:1]1[CH:5]=[N:4][CH:3]=[N:2]1.[H-].[Na+].F[C:9]1[CH:14]=[CH:13][C:12]([N+:15]([O-:17])=[O:16])=[CH:11][CH:10]=1.O, predict the reaction product. The product is: [N+:15]([C:12]1[CH:13]=[CH:14][C:9]([N:1]2[CH:5]=[N:4][CH:3]=[N:2]2)=[CH:10][CH:11]=1)([O-:17])=[O:16]. (5) Given the reactants [O:1]=[C:2]1[C:6]2([CH2:11][CH2:10][N:9]([CH2:12][CH2:13][CH2:14][C:15](=[O:22])[C:16]3[CH:21]=[CH:20][CH:19]=[CH:18][CH:17]=3)[CH2:8][CH2:7]2)[N:5]([C:23]2[CH:28]=[CH:27][CH:26]=[CH:25][CH:24]=2)[CH2:4][N:3]1[C:29]1[CH:30]=[C:31]([CH:36]=[CH:37][CH:38]=1)[C:32]([O:34]C)=[O:33].O.[OH-].[Li+].Cl.O1CCOCC1, predict the reaction product. The product is: [O:1]=[C:2]1[C:6]2([CH2:7][CH2:8][N:9]([CH2:12][CH2:13][CH2:14][C:15](=[O:22])[C:16]3[CH:17]=[CH:18][CH:19]=[CH:20][CH:21]=3)[CH2:10][CH2:11]2)[N:5]([C:23]2[CH:24]=[CH:25][CH:26]=[CH:27][CH:28]=2)[CH2:4][N:3]1[C:29]1[CH:30]=[C:31]([CH:36]=[CH:37][CH:38]=1)[C:32]([OH:34])=[O:33]. (6) Given the reactants Br[C:2]1[C:3]([O:18][C:19]2[CH:24]=[CH:23][CH:22]=[CH:21][CH:20]=2)=[C:4]2[C:9](=[CH:10][CH:11]=1)[N:8]([C:12]([CH:14]1[CH2:16][CH2:15]1)=[O:13])[C@@H:7]([CH3:17])[CH2:6][CH2:5]2.C(OCC)(=O)C.[CH3:31][N:32](C)C=O, predict the reaction product. The product is: [CH:14]1([C:12]([N:8]2[C:9]3[C:4](=[C:3]([O:18][C:19]4[CH:20]=[CH:21][CH:22]=[CH:23][CH:24]=4)[C:2]([C:31]#[N:32])=[CH:11][CH:10]=3)[CH2:5][CH2:6][C@@H:7]2[CH3:17])=[O:13])[CH2:16][CH2:15]1. (7) Given the reactants C(OC([N:8]1[CH2:13][CH2:12][C:11]([NH:22][C:23](=[O:28])[C:24]([F:27])([F:26])[F:25])([CH2:14][NH:15][C:16](=[O:21])[C:17]([F:20])([F:19])[F:18])[CH2:10][CH2:9]1)=O)(C)(C)C.[ClH:29], predict the reaction product. The product is: [ClH:29].[F:27][C:24]([F:25])([F:26])[C:23]([NH:22][C:11]1([CH2:14][NH:15][C:16](=[O:21])[C:17]([F:20])([F:19])[F:18])[CH2:12][CH2:13][NH:8][CH2:9][CH2:10]1)=[O:28]. (8) The product is: [NH:1]1[CH2:7][C:5](=[O:6])[NH:4][C:2]1=[O:3].[NH2:1][C@@H:7]([C:5]([OH:19])=[O:6])[C@@H:9]([CH2:10][CH3:11])[CH3:14].[NH:1]1[CH2:7][C:5](=[O:6])[NH:4][C:2]1=[O:3].[NH2:1][C@H:7]([C:5]([OH:31])=[O:6])[C@@H:9]([CH2:10][CH3:11])[CH3:14].[NH2:1][C@H:7]([C:5]([OH:35])=[O:6])[C@H:9]([CH2:10][CH3:11])[CH3:14]. Given the reactants [NH:1]1[CH2:7][C:5](=[O:6])[NH:4][C:2]1=[O:3].N[C@@H:9]([C:14](O)=O)[C@@H:10](CC)[CH3:11].N1CC(=O)NC1=[O:19].N[C@H](C(O)=[O:31])[C@@H](CC)C.N1CC(=O)NC1=[O:35].N[C@@H](C(O)=O)[C@@H](CC)C.C(N[C@@H](C(O)=O)[C@@H](CC)C)(=O)N.C(N[C@@H](C(O)=O)[C@H](CC)C)(=O)N.N[C@H](C(O)=O)[C@@H](CC)C, predict the reaction product.